From a dataset of Reaction yield outcomes from USPTO patents with 853,638 reactions. Predict the reaction yield, written as a fraction of the theoretical maximum amount of product (1.0 means a 100% yield; for example, 0.34 means a 34% yield). (1) The reactants are [CH3:1][O:2][C:3](=[O:14])[C:4]1[C:5](=[CH:7][CH:8]=[C:9]([C:11](=[O:13])[CH3:12])[CH:10]=1)[OH:6].[CH2:15](Br)[C:16]1[CH:21]=[CH:20][CH:19]=[CH:18][CH:17]=1.C(=O)([O-])[O-].[K+].[K+]. The catalyst is CC(CC)=O. The product is [CH3:1][O:2][C:3](=[O:14])[C:4]1[CH:10]=[C:9]([C:11](=[O:13])[CH3:12])[CH:8]=[CH:7][C:5]=1[O:6][CH2:15][C:16]1[CH:21]=[CH:20][CH:19]=[CH:18][CH:17]=1. The yield is 0.714. (2) The product is [Cl:1][C:2]1[N:7]=[C:6]([C:8]2[S:12][C:11]([CH:13]([CH3:15])[CH3:14])=[N:10][C:9]=2[C:16]2[CH:17]=[C:18]([NH:22][S:23]([C:26]3[CH:31]=[N:58][N:57]([CH3:56])[CH:27]=3)(=[O:24])=[O:25])[CH:19]=[CH:20][CH:21]=2)[CH:5]=[CH:4][N:3]=1. No catalyst specified. The reactants are [Cl:1][C:2]1[N:7]=[C:6]([C:8]2[S:12][C:11]([CH:13]([CH3:15])[CH3:14])=[N:10][C:9]=2[C:16]2[CH:17]=[C:18]([NH:22][S:23]([C:26]3[C:31](F)=CC=C[C:27]=3F)(=[O:25])=[O:24])[CH:19]=[CH:20][CH:21]=2)[CH:5]=[CH:4][N:3]=1.ClC1N=C(C2SC(C(C)C)=NC=2C2C=C(C=CC=2)N)C=CN=1.[CH3:56][N:57]1C=C(S(Cl)(=O)=O)C=[N:58]1. The yield is 0.586. (3) The yield is 0.890. The product is [C:1]([C:5]1[NH:6][C:7]2[C:12]([CH:13]=1)=[CH:11][CH:10]=[C:9]([NH2:14])[CH:8]=2)([CH3:4])([CH3:2])[CH3:3]. The catalyst is CO.[Ni]. The reactants are [C:1]([C:5]1[NH:6][C:7]2[C:12]([CH:13]=1)=[CH:11][CH:10]=[C:9]([N+:14]([O-])=O)[CH:8]=2)([CH3:4])([CH3:3])[CH3:2]. (4) The reactants are [NH:1]1[CH:5]=[C:4]([C:6]2[C:7]3[CH:14]=[CH:13][N:12]([CH2:15][O:16][CH2:17][CH2:18][Si:19]([CH3:22])([CH3:21])[CH3:20])[C:8]=3[N:9]=[CH:10][N:11]=2)[CH:3]=[N:2]1.C(#N)C.[CH2:26]([O:28][CH:29]([O:39][CH2:40][CH3:41])[C:30]1[S:34][CH:33]=[C:32](/[CH:35]=[CH:36]/[C:37]#[N:38])[CH:31]=1)[CH3:27].C1CCN2C(=NCCC2)CC1. The catalyst is O. The product is [CH2:26]([O:28][CH:29]([O:39][CH2:40][CH3:41])[C:30]1[S:34][CH:33]=[C:32]([CH:35]([N:1]2[CH:5]=[C:4]([C:6]3[C:7]4[CH:14]=[CH:13][N:12]([CH2:15][O:16][CH2:17][CH2:18][Si:19]([CH3:22])([CH3:21])[CH3:20])[C:8]=4[N:9]=[CH:10][N:11]=3)[CH:3]=[N:2]2)[CH2:36][C:37]#[N:38])[CH:31]=1)[CH3:27]. The yield is 0.430. (5) The reactants are [NH:1]1[C:9]2[C:4](=[CH:5][CH:6]=[CH:7][CH:8]=2)[CH:3]=[CH:2]1.Cl.Cl[C:12]1[CH:17]=[CH:16][N:15]=[CH:14][CH:13]=1.O1CCOCC1.C([Li])(C)(C)C. The catalyst is C(OCC)(=O)C.O. The product is [N:15]1[CH:16]=[CH:17][C:12]([N:1]2[C:9]3[C:4](=[CH:5][CH:6]=[CH:7][CH:8]=3)[CH:3]=[CH:2]2)=[CH:13][CH:14]=1. The yield is 0.720. (6) The reactants are OC1C=CC([C:8]2[NH:9][C:10](=O)[C:11]3[C:16]([CH:17]=2)=[CH:15][C:14](OC)=[CH:13][C:12]=3OC)=CC=1.C([Li])CCC. The catalyst is C1COCC1. The product is [CH:10]1[C:11]2[C:16](=[CH:15][CH:14]=[CH:13][CH:12]=2)[CH:17]=[CH:8][N:9]=1. The yield is 0.260.